From a dataset of Full USPTO retrosynthesis dataset with 1.9M reactions from patents (1976-2016). Predict the reactants needed to synthesize the given product. (1) Given the product [NH2:1][C:2]1[N:7]=[CH:6][C:5]([C:8]#[C:9][C:10]2[C:11]([CH2:26][CH3:27])=[N:12][CH:13]=[CH:14][C:15]=2[C:16]2[CH:24]=[CH:23][C:19]([C:20]([N:33]3[CH2:34][CH2:35][N:30]([CH2:28][CH3:29])[CH2:31][CH2:32]3)=[O:22])=[C:18]([F:25])[CH:17]=2)=[CH:4][CH:3]=1, predict the reactants needed to synthesize it. The reactants are: [NH2:1][C:2]1[N:7]=[CH:6][C:5]([C:8]#[C:9][C:10]2[C:11]([CH2:26][CH3:27])=[N:12][CH:13]=[CH:14][C:15]=2[C:16]2[CH:24]=[CH:23][C:19]([C:20]([OH:22])=O)=[C:18]([F:25])[CH:17]=2)=[CH:4][CH:3]=1.[CH2:28]([N:30]1[CH2:35][CH2:34][NH:33][CH2:32][CH2:31]1)[CH3:29].CN(C(ON1N=NC2C=CC=NC1=2)=[N+](C)C)C.F[P-](F)(F)(F)(F)F.CCN(C(C)C)C(C)C. (2) Given the product [F:1][C:2]1[C:3]([F:10])=[C:4]([OH:8])[CH:5]=[CH:6][C:7]=1[C:12](=[O:25])[CH2:13][C:14]1[CH:23]=[CH:22][C:17]([C:18]([OH:20])=[O:19])=[CH:16][C:15]=1[F:24], predict the reactants needed to synthesize it. The reactants are: [F:1][C:2]1[CH:7]=[CH:6][CH:5]=[C:4]([O:8]C)[C:3]=1[F:10].Cl[C:12](=[O:25])[CH2:13][C:14]1[CH:23]=[CH:22][C:17]([C:18]([O:20]C)=[O:19])=[CH:16][C:15]=1[F:24]. (3) The reactants are: [CH3:1][O:2][C:3]1[CH:4]=[C:5]([C:13]2[CH:17]=[C:16]([NH:18][CH2:19][C:20]3[CH:28]=[CH:27][C:23]([C:24](O)=[O:25])=[CH:22][CH:21]=3)[NH:15][N:14]=2)[CH:6]=[C:7]([O:11][CH3:12])[C:8]=1[O:9][CH3:10].C(Cl)Cl.O=S(Cl)[Cl:34].[C:36]1([NH2:43])[CH:41]=[CH:40][CH:39]=[CH:38][C:37]=1[NH2:42]. Given the product [NH2:42][C:37]1[CH:38]=[CH:39][CH:40]=[CH:41][C:36]=1[NH:43][C:24](=[O:25])[C:23]1[CH:27]=[CH:28][C:20]([CH2:19][NH:18][C:16]2[NH:15][N:14]=[C:13]([C:5]3[CH:4]=[C:3]([O:2][CH3:1])[C:8]([O:9][CH3:10])=[C:7]([O:11][CH3:12])[CH:6]=3)[C:17]=2[Cl:34])=[CH:21][CH:22]=1, predict the reactants needed to synthesize it. (4) Given the product [CH3:1][C:2]1[O:6][N:5]=[C:4]([CH2:7][O:8][C:16]2[CH:17]=[CH:18][CH:19]=[C:12]([N+:9]([O-:11])=[O:10])[C:13]=2[C:14]#[N:15])[CH:3]=1, predict the reactants needed to synthesize it. The reactants are: [CH3:1][C:2]1[O:6][N:5]=[C:4]([CH2:7][OH:8])[CH:3]=1.[N+:9]([C:12]1[CH:19]=[CH:18][CH:17]=[C:16]([N+]([O-])=O)[C:13]=1[C:14]#[N:15])([O-:11])=[O:10].